From a dataset of Catalyst prediction with 721,799 reactions and 888 catalyst types from USPTO. Predict which catalyst facilitates the given reaction. (1) Reactant: Cl.[CH3:2][S:3]([NH:6][C:7]1[CH:15]=[C:14]2[C:10]([CH:11]=[C:12]([C:16]([OH:18])=O)[NH:13]2)=[CH:9][CH:8]=1)(=[O:5])=[O:4].[NH2:19][C:20]1[CH:21]=[C:22]([C:31]([F:41])([F:40])[C:32]2[CH:33]=[C:34]([CH:37]=[CH:38][CH:39]=2)[C:35]#[N:36])[CH:23]=[C:24]([O:26][CH2:27][CH:28]([F:30])[F:29])[CH:25]=1.CN(C(ON1N=NC2C=CC=NC1=2)=[N+](C)C)C.F[P-](F)(F)(F)(F)F.CCN(C(C)C)C(C)C. Product: [C:35]([C:34]1[CH:33]=[C:32]([C:31]([F:40])([F:41])[C:22]2[CH:21]=[C:20]([NH:19][C:16]([C:12]3[NH:13][C:14]4[C:10]([CH:11]=3)=[CH:9][CH:8]=[C:7]([NH:6][S:3]([CH3:2])(=[O:4])=[O:5])[CH:15]=4)=[O:18])[CH:25]=[C:24]([O:26][CH2:27][CH:28]([F:29])[F:30])[CH:23]=2)[CH:39]=[CH:38][CH:37]=1)#[N:36]. The catalyst class is: 3. (2) Reactant: [NH:1]1[C:5]2[CH:6]=[CH:7][CH:8]=[CH:9][C:4]=2[N:3]=[CH:2]1.[H-].[Na+].F[C:13]1[CH:22]=[CH:21][C:16]([C:17]([O:19][CH3:20])=[O:18])=[CH:15][CH:14]=1. Product: [N:1]1([C:13]2[CH:22]=[CH:21][C:16]([C:17]([O:19][CH3:20])=[O:18])=[CH:15][CH:14]=2)[C:5]2[CH:6]=[CH:7][CH:8]=[CH:9][C:4]=2[N:3]=[CH:2]1. The catalyst class is: 18. (3) Reactant: [Cl:1][C:2]1[N:10]=[CH:9][N:8]=[C:7]2[C:3]=1[NH:4][CH:5]=[N:6]2.N12CCCN=C1CCCCC2.FC(F)(F)S(O[Si](C)(C)C)(=O)=O.[C:34]([O:42][CH2:43][C@@H:44]1[C@@:48]([O:50][C:51](=[O:53])[CH3:52])([CH3:49])[C@:47]([F:55])([CH3:54])[CH:46](OC(=O)C)[O:45]1)(=[O:41])[C:35]1[CH:40]=[CH:39][CH:38]=[CH:37][CH:36]=1. Product: [C:34]([O:42][CH2:43][C@@H:44]1[C@@:48]([O:50][C:51](=[O:53])[CH3:52])([CH3:49])[C@:47]([F:55])([CH3:54])[CH:46]([N:6]2[CH:5]=[N:4][C:3]3[C:7]2=[N:8][CH:9]=[N:10][C:2]=3[Cl:1])[O:45]1)(=[O:41])[C:35]1[CH:36]=[CH:37][CH:38]=[CH:39][CH:40]=1. The catalyst class is: 10. (4) Reactant: Br[C:2]1[C:3]([F:9])=[C:4]([F:8])[CH:5]=[CH:6][CH:7]=1.C([Li])CCC.[C:15]([N:22]1[CH2:25][C:24](=[O:26])[CH2:23]1)([O:17][C:18]([CH3:21])([CH3:20])[CH3:19])=[O:16].[Cl-].[NH4+]. Product: [F:9][C:3]1[C:4]([F:8])=[CH:5][CH:6]=[CH:7][C:2]=1[C:24]1([OH:26])[CH2:23][N:22]([C:15]([O:17][C:18]([CH3:20])([CH3:19])[CH3:21])=[O:16])[CH2:25]1. The catalyst class is: 27. (5) Reactant: [C:1]1([C:8]2[CH:13]=[CH:12][C:11]([OH:14])=[CH:10][CH:9]=2)[CH:6]=[CH:5][C:4]([OH:7])=[CH:3][CH:2]=1.O[CH:16]([CH2:19][OH:20])[CH2:17][OH:18].[C:21]1(P(C2C=CC=CC=2)C2C=CC=CC=2)C=CC=CC=1.CC(OC(/N=N/C(OC(C)C)=O)=O)C. Product: [OH:14][C:11]1[CH:12]=[CH:13][C:8]([C:1]2[CH:2]=[CH:3][C:4]([O:7][CH2:21][CH:16]([CH2:17][OH:18])[CH2:19][OH:20])=[CH:5][CH:6]=2)=[CH:9][CH:10]=1. The catalyst class is: 1. (6) Reactant: [C:1]([O:5][C:6]([N:8]1[CH2:13][CH2:12][C@H:11]([CH2:14][N:15]=[N+:16]=[N-:17])[C@H:10](O)[CH2:9]1)=[O:7])([CH3:4])([CH3:3])[CH3:2].COCCN(S(F)(F)F)CCOC. Product: [C:1]([O:5][C:6]([N:8]1[CH2:9][CH:10]=[C:11]([CH2:14][N:15]=[N+:16]=[N-:17])[CH2:12][CH2:13]1)=[O:7])([CH3:4])([CH3:2])[CH3:3]. The catalyst class is: 2.